Dataset: Forward reaction prediction with 1.9M reactions from USPTO patents (1976-2016). Task: Predict the product of the given reaction. The product is: [CH3:35][C:34]1[NH:33][N:32]=[C:31]([C:39]([OH:40])=[O:64])[C:30]=1[C:7]([F:10])([F:9])[F:8]. Given the reactants CC1C(C(NC2C=C3C=C(C4C=CC=CC=4)NC3=NC=2)=O)=NNC=1[C:7]([F:10])([F:9])[F:8].Cl[C:30]1[C:31]([C:39](NC2C=C3C=C(C4C=CC=CC=4)NC3=NC=2)=[O:40])=[N:32][NH:33][C:34]=1[C:35](F)(F)F.ClC1NN=C(C(NC2C=C3C=C(C4C=CC=CC=4)NC3=NC=2)=[O:64])C=1C(F)(F)F.FC(F)C1NN=C(C(NC2C=C3C=C(C4C=CC=CC=4)NC3=NC=2)=O)C=1C.FC(F)C1C(C(NC2C=C3C=C(C4C=CC=CC=4)NC3=NC=2)=O)=NNC=1C.ClC1NN=C(C(NC2C=C3C=C(C4C=CC=CC=4)NC3=NC=2)=O)C=1C(F)F.ClC1C(C(NC2C=C3C=C(C4C=CC=CC=4)NC3=NC=2)=O)=NNC=1C(F)F, predict the reaction product.